This data is from Reaction yield outcomes from USPTO patents with 853,638 reactions. The task is: Predict the reaction yield, written as a fraction of the theoretical maximum amount of product (1.0 means a 100% yield; for example, 0.34 means a 34% yield). (1) The reactants are [C:1]([N:4]1[CH2:9][C@@H:8]2[CH2:10][C@H:5]1[CH2:6][N:7]2[CH2:11][C:12]1[CH:17]=[CH:16][C:15]([O-:18])=[CH:14][CH:13]=1)(=[O:3])[CH3:2].[Na+].Cl[C:21]1[S:22][C:23]2[C:28]([N:29]=1)=[CH:27][CH:26]=[C:25]([CH3:30])[N:24]=2. The catalyst is CN(C=O)C. The product is [C:1]([N:4]1[CH2:9][C@@H:8]2[CH2:10][C@H:5]1[CH2:6][N:7]2[CH2:11][C:12]1[CH:13]=[CH:14][C:15]([O:18][C:21]2[S:22][C:23]3[C:28]([N:29]=2)=[CH:27][CH:26]=[C:25]([CH3:30])[N:24]=3)=[CH:16][CH:17]=1)(=[O:3])[CH3:2]. The yield is 0.560. (2) The reactants are [NH2:1][C:2]1[C:27]([N+:28]([O-])=O)=[CH:26][CH:25]=[C:24]2[C:3]=1[C:4](=[O:31])[O:5][C:6]12[C:19]2[CH:18]=[C:17]([F:20])[C:16]([OH:21])=[CH:15][C:14]=2[O:13][C:12]2[C:7]1=[CH:8][C:9]([F:23])=[C:10]([OH:22])[CH:11]=2.Cl. No catalyst specified. The product is [NH2:1][C:2]1[C:27]([NH2:28])=[CH:26][CH:25]=[C:24]2[C:3]=1[C:4](=[O:31])[O:5][C:6]12[C:7]2[CH:8]=[C:9]([F:23])[C:10]([OH:22])=[CH:11][C:12]=2[O:13][C:14]2[C:19]1=[CH:18][C:17]([F:20])=[C:16]([OH:21])[CH:15]=2. The yield is 0.780. (3) The reactants are C([Mg]Br)(C)C.I[C:7]1[CH:8]=[N:9][N:10]([C:12]2[C:17]([C:18]([F:21])([F:20])[F:19])=[CH:16][CH:15]=[CH:14][N:13]=2)[CH:11]=1.CON(C)[C:25](=[O:27])[CH3:26].[Cl-].[NH4+]. The catalyst is C1COCC1. The product is [F:19][C:18]([F:21])([F:20])[C:17]1[C:12]([N:10]2[CH:11]=[C:7]([C:25](=[O:27])[CH3:26])[CH:8]=[N:9]2)=[N:13][CH:14]=[CH:15][CH:16]=1. The yield is 0.590. (4) The reactants are [CH3:1][C@:2]12[C@H:17]([C:18]([O:20][CH3:21])=[O:19])[CH2:16][C@H:15]([OH:22])[C:13](=[O:14])[C@@H:12]1[C@:11]1([CH3:23])[C@H:5]([C:6]([O:8][C@@H:9]([C:24]3[CH:25]=[CH:26][O:27][CH:28]=3)[CH2:10]1)=[O:7])[CH2:4][CH2:3]2.[Na+].[I-].C(N(C(C)C)CC)(C)C.Cl[CH2:41][O:42][CH2:43][CH3:44]. The catalyst is CC(N(C)C)=O.CCOC(C)=O. The product is [CH3:44][CH2:43][O:42][CH2:41][O:7][CH2:6][O:8][CH2:9][CH3:24].[CH3:1][C@:2]12[C@H:17]([C:18]([O:20][CH3:21])=[O:19])[CH2:16][C@H:15]([OH:22])[C:13](=[O:14])[C@@H:12]1[C@:11]1([CH3:23])[C@H:5]([C:6]([O:8][C@@H:9]([C:24]3[CH:25]=[CH:26][O:27][CH:28]=3)[CH2:10]1)=[O:7])[CH2:4][CH2:3]2. The yield is 0.650. (5) The reactants are [S:1]1[CH:5]=[CH:4][CH:3]=[C:2]1[C:6]#[N:7].C([O:11][B:12](OC(C)C)[O:13]C(C)C)(C)C.C[Si](C)(C)[N-][Si](C)(C)C.[K+]. The catalyst is C1COCC1. The product is [C:6]([C:2]1[S:1][C:5]([B:12]([OH:13])[OH:11])=[CH:4][CH:3]=1)#[N:7]. The yield is 0.530. (6) The reactants are [CH3:1][O:2][C:3]([C:5]1[N:6]([CH2:23][C:24]2[CH:29]=[CH:28][C:27]([NH2:30])=[CH:26][CH:25]=2)[C:7](=[O:22])[C:8]2[C:13]([C:14]=1[C:15]1[CH:20]=[CH:19][CH:18]=[CH:17][CH:16]=1)=[CH:12][C:11]([Br:21])=[CH:10][CH:9]=2)=[O:4].C(N(CC)CC)C.[CH3:38][S:39](Cl)(=[O:41])=[O:40]. The catalyst is O1CCCC1. The product is [CH3:1][O:2][C:3]([C:5]1[N:6]([CH2:23][C:24]2[CH:25]=[CH:26][C:27]([N:30]([S:39]([CH3:38])(=[O:41])=[O:40])[S:39]([CH3:38])(=[O:41])=[O:40])=[CH:28][CH:29]=2)[C:7](=[O:22])[C:8]2[C:13]([C:14]=1[C:15]1[CH:16]=[CH:17][CH:18]=[CH:19][CH:20]=1)=[CH:12][C:11]([Br:21])=[CH:10][CH:9]=2)=[O:4]. The yield is 0.590. (7) The catalyst is CCOC(C)=O.CN(C=O)C. The product is [NH:21]1[CH:25]=[CH:24][N:23]=[C:22]1[C:26]1[C:34]2[C:29](=[N:30][CH:31]=[CH:32][CH:33]=2)[N:28]([CH2:35][C:36]([N:17]2[CH2:18][CH2:19][N:14]([C:9]3[CH:10]=[CH:11][C:12]([Cl:13])=[C:7]([O:6][CH2:5][CH2:4][F:3])[CH:8]=3)[CH2:15][C@@H:16]2[CH3:20])=[O:37])[N:27]=1. The yield is 0.130. The reactants are Cl.Cl.[F:3][CH2:4][CH2:5][O:6][C:7]1[CH:8]=[C:9]([N:14]2[CH2:19][CH2:18][NH:17][C@@H:16]([CH3:20])[CH2:15]2)[CH:10]=[CH:11][C:12]=1[Cl:13].[NH:21]1[CH:25]=[CH:24][N:23]=[C:22]1[C:26]1[C:34]2[C:29](=[N:30][CH:31]=[CH:32][CH:33]=2)[N:28]([CH2:35][C:36](O)=[O:37])[N:27]=1.CN(C(ON1N=NC2C=CC=CC1=2)=[N+](C)C)C.F[P-](F)(F)(F)(F)F.CCN(C(C)C)C(C)C. (8) The reactants are [C:1]1(=[O:8])[CH2:6][CH2:5][CH2:4][C:3](=[O:7])[CH2:2]1.[CH3:9][CH:10]=O.CCOC(C1CC(C(OCC)=O)=C(C)NC=1C)=O.N1C=CC=CC=1. The catalyst is CO.C(Cl)Cl. The product is [CH2:9]([CH:2]1[C:3](=[O:7])[CH2:4][CH2:5][CH2:6][C:1]1=[O:8])[CH3:10]. The yield is 0.690. (9) The yield is 0.990. The product is [CH3:2][N:3]([C:4]1[CH:5]=[CH:6][CH:7]=[C:8]2[C:12]=1[NH:11][C:10]([C:13]1[S:14][CH:15]=[CH:16][N:17]=1)=[CH:9]2)[C:26]([NH:25][C:28]1[CH:32]=[CH:31][S:30][CH:29]=1)=[O:27]. The reactants are Cl.[CH3:2][NH:3][C:4]1[CH:5]=[CH:6][CH:7]=[C:8]2[C:12]=1[NH:11][C:10]([C:13]1[S:14][CH:15]=[CH:16][N:17]=1)=[CH:9]2.C(N(CC)CC)C.[N:25]([C:28]1[CH:32]=[CH:31][S:30][CH:29]=1)=[C:26]=[O:27]. The catalyst is O1CCCC1.